From a dataset of Peptide-MHC class I binding affinity with 185,985 pairs from IEDB/IMGT. Regression. Given a peptide amino acid sequence and an MHC pseudo amino acid sequence, predict their binding affinity value. This is MHC class I binding data. (1) The peptide sequence is FTILEYLYIM. The MHC is HLA-A02:02 with pseudo-sequence HLA-A02:02. The binding affinity (normalized) is 0.457. (2) The peptide sequence is MEVVQQTRV. The MHC is Mamu-A11 with pseudo-sequence Mamu-A11. The binding affinity (normalized) is 0.615. (3) The MHC is HLA-B51:01 with pseudo-sequence HLA-B51:01. The peptide sequence is RYLKDQQLL. The binding affinity (normalized) is 0.